This data is from Full USPTO retrosynthesis dataset with 1.9M reactions from patents (1976-2016). The task is: Predict the reactants needed to synthesize the given product. (1) Given the product [CH:42]1([C:40]([NH:39][C:37]2[N:38]=[C:33]3[CH:32]=[CH:31][C:30]([O:29][C:28]4[CH:45]=[CH:46][C:47]([F:48])=[C:26]([NH:25][C:7]([C:6]5[N:2]([CH3:1])[N:3]=[C:4]([C:10]([F:13])([F:12])[F:11])[CH:5]=5)=[O:9])[CH:27]=4)=[N:35][N:34]3[CH:36]=2)=[O:41])[CH2:43][CH2:44]1, predict the reactants needed to synthesize it. The reactants are: [CH3:1][N:2]1[C:6]([C:7]([OH:9])=O)=[CH:5][C:4]([C:10]([F:13])([F:12])[F:11])=[N:3]1.O1CCCC1.C(Cl)(=O)C(Cl)=O.[NH2:25][C:26]1[CH:27]=[C:28]([CH:45]=[CH:46][C:47]=1[F:48])[O:29][C:30]1[CH:31]=[CH:32][C:33]2[N:34]([CH:36]=[C:37]([NH:39][C:40]([CH:42]3[CH2:44][CH2:43]3)=[O:41])[N:38]=2)[N:35]=1. (2) Given the product [N:3]1([C:8]2[CH:9]=[CH:10][C:11]([C:14]3[C:15](=[O:24])[N:16]([CH2:26][C:27]([NH:29][C:30]4[CH:35]=[CH:34][CH:33]=[C:32]([C:36]([F:37])([F:38])[F:39])[CH:31]=4)=[O:28])[C:17]4([CH2:23][CH2:22][CH2:21][CH2:20][CH2:19]4)[N:18]=3)=[CH:12][CH:13]=2)[CH:7]=[CH:6][N:5]=[CH:4]1, predict the reactants needed to synthesize it. The reactants are: [H-].[Na+].[N:3]1([C:8]2[CH:13]=[CH:12][C:11]([C:14]3[C:15](=[O:24])[NH:16][C:17]4([CH2:23][CH2:22][CH2:21][CH2:20][CH2:19]4)[N:18]=3)=[CH:10][CH:9]=2)[CH:7]=[CH:6][N:5]=[CH:4]1.Br[CH2:26][C:27]([NH:29][C:30]1[CH:35]=[CH:34][CH:33]=[C:32]([C:36]([F:39])([F:38])[F:37])[CH:31]=1)=[O:28].O. (3) Given the product [OH:11][C:4]1[CH:5]=[CH:6][C:7]([CH:8]([CH3:9])[CH3:10])=[C:2]([NH:1][C:13]2[N:18]=[C:17]([NH:1][C:2]3[CH:3]=[C:4]([OH:11])[CH:5]=[CH:6][C:7]=3[CH:8]([CH3:10])[CH3:9])[C:16]([F:20])=[CH:15][N:14]=2)[CH:3]=1, predict the reactants needed to synthesize it. The reactants are: [NH2:1][C:2]1[CH:3]=[C:4]([OH:11])[CH:5]=[CH:6][C:7]=1[CH:8]([CH3:10])[CH3:9].Cl[C:13]1[N:18]=[C:17](Cl)[C:16]([F:20])=[CH:15][N:14]=1.